Dataset: Reaction yield outcomes from USPTO patents with 853,638 reactions. Task: Predict the reaction yield, written as a fraction of the theoretical maximum amount of product (1.0 means a 100% yield; for example, 0.34 means a 34% yield). The reactants are [CH3:1][C:2]([Si:5]([CH3:29])([CH3:28])[O:6][CH2:7][CH2:8][CH:9]([CH:17]([OH:27])[CH2:18][CH2:19][C:20]1[CH:25]=[CH:24][C:23]([I:26])=[CH:22][CH:21]=1)[C:10]([O:12][C:13]([CH3:16])([CH3:15])[CH3:14])=[O:11])([CH3:4])[CH3:3].ClC(Cl)(Cl)C(=N)O[CH2:34][C:35]1[CH:40]=[CH:39][C:38]([O:41][CH3:42])=[CH:37][CH:36]=1. The catalyst is O1CCCC1.B(F)(F)F.CCOCC. The product is [CH3:4][C:2]([Si:5]([CH3:28])([CH3:29])[O:6][CH2:7][CH2:8][CH:9]([CH:17]([O:27][CH2:34][C:35]1[CH:40]=[CH:39][C:38]([O:41][CH3:42])=[CH:37][CH:36]=1)[CH2:18][CH2:19][C:20]1[CH:25]=[CH:24][C:23]([I:26])=[CH:22][CH:21]=1)[C:10]([O:12][C:13]([CH3:14])([CH3:15])[CH3:16])=[O:11])([CH3:1])[CH3:3]. The yield is 0.660.